Dataset: Reaction yield outcomes from USPTO patents with 853,638 reactions. Task: Predict the reaction yield, written as a fraction of the theoretical maximum amount of product (1.0 means a 100% yield; for example, 0.34 means a 34% yield). (1) The yield is 0.100. The reactants are Br[C:2]1[N:10]=[CH:9][C:8]2[NH:7][C:6]3[N:11]=[CH:12][C:13]([C:15]4[CH:20]=[CH:19][C:18]([CH2:21][N:22]5[CH2:27][CH2:26][CH2:25][CH2:24][CH2:23]5)=[CH:17][CH:16]=4)=[CH:14][C:5]=3[C:4]=2[CH:3]=1.CC1(C)C(C)(C)OB([C:36]2[CH:37]=[N:38][O:39][CH:40]=2)O1. The product is [O:39]1[CH:40]=[C:36]([C:2]2[N:10]=[CH:9][C:8]3[NH:7][C:6]4[N:11]=[CH:12][C:13]([C:15]5[CH:20]=[CH:19][C:18]([CH2:21][N:22]6[CH2:23][CH2:24][CH2:25][CH2:26][CH2:27]6)=[CH:17][CH:16]=5)=[CH:14][C:5]=4[C:4]=3[CH:3]=2)[CH:37]=[N:38]1. The catalyst is C([O-])(=O)C.[K+].C(#N)C.C(Cl)Cl.CO. (2) The reactants are CCN(CC)CC.[C:8]([O:12][C:13]([N:15]([C:23]1[C:28]([C:29]#[CH:30])=[N:27][C:26]([C:31]2[CH:36]=[CH:35][C:34]([S:37]([CH:40]([CH3:42])[CH3:41])(=[O:39])=[O:38])=[CH:33][CH:32]=2)=[CH:25][N:24]=1)[C:16](=[O:22])[O:17][C:18]([CH3:21])([CH3:20])[CH3:19])=[O:14])([CH3:11])([CH3:10])[CH3:9].Cl/[C:44](/[C:47]1[CH:52]=[CH:51][C:50]([C@@H:53]2[CH2:58][O:57][CH2:56][CH2:55][N:54]2[C:59]([O:61][C:62]([CH3:65])([CH3:64])[CH3:63])=[O:60])=[CH:49][CH:48]=1)=[N:45]\[OH:46]. The catalyst is C1COCC1. The product is [C:8]([O:12][C:13]([N:15]([C:16]([O:17][C:18]([CH3:20])([CH3:21])[CH3:19])=[O:22])[C:23]1[C:28]([C:29]2[O:46][N:45]=[C:44]([C:47]3[CH:48]=[CH:49][C:50]([C@@H:53]4[CH2:58][O:57][CH2:56][CH2:55][N:54]4[C:59]([O:61][C:62]([CH3:65])([CH3:64])[CH3:63])=[O:60])=[CH:51][CH:52]=3)[CH:30]=2)=[N:27][C:26]([C:31]2[CH:32]=[CH:33][C:34]([S:37]([CH:40]([CH3:42])[CH3:41])(=[O:39])=[O:38])=[CH:35][CH:36]=2)=[CH:25][N:24]=1)=[O:14])([CH3:9])([CH3:10])[CH3:11]. The yield is 0.400. (3) The catalyst is CO.[Pd]. The yield is 0.300. The reactants are [CH3:1][O:2][C:3]1[CH:8]=[C:7]([N+:9]([O-])=O)[CH:6]=[CH:5][C:4]=1[NH:12][C:13](=[O:19])[O:14][C:15]([CH3:18])([CH3:17])[CH3:16]. The product is [NH2:9][C:7]1[CH:6]=[CH:5][C:4]([NH:12][C:13](=[O:19])[O:14][C:15]([CH3:16])([CH3:17])[CH3:18])=[C:3]([O:2][CH3:1])[CH:8]=1. (4) The reactants are [NH:1]1[C:5]([CH2:6][C:7]2[N:8]([C:19]3[CH:24]=[CH:23][C:22]([OH:25])=[CH:21][CH:20]=3)[C:9]([C:12]3[CH:17]=[CH:16][C:15](Br)=[CH:14][CH:13]=3)=[CH:10][CH:11]=2)=[N:4][N:3]=[N:2]1.[CH3:26][C:27]1[NH:28][CH:29]=[CH:30][N:31]=1.C([O-])([O-])=O.[Cs+].[Cs+].CC(=O)OCC. The catalyst is CS(C)=O. The product is [NH:1]1[C:5]([CH2:6][C:7]2[N:8]([C:19]3[CH:24]=[CH:23][C:22]([OH:25])=[CH:21][CH:20]=3)[C:9]([C:12]3[CH:17]=[CH:16][C:15]([N:28]4[CH:29]=[CH:30][N:31]=[C:27]4[CH3:26])=[CH:14][CH:13]=3)=[CH:10][CH:11]=2)=[N:4][N:3]=[N:2]1. The yield is 0.140. (5) The reactants are [OH-].[K+].[CH:3](=O)[C:4]1[CH:9]=[CH:8][CH:7]=[CH:6][CH:5]=1.[Br:11][C:12]1[CH:13]=[C:14]([CH2:18][C:19]#[N:20])[CH:15]=[CH:16][CH:17]=1.[BH4-].[Na+]. The catalyst is C(O)C.O. The product is [Br:11][C:12]1[CH:13]=[C:14]([CH:18]([CH2:3][C:4]2[CH:9]=[CH:8][CH:7]=[CH:6][CH:5]=2)[C:19]#[N:20])[CH:15]=[CH:16][CH:17]=1. The yield is 0.520.